Dataset: Reaction yield outcomes from USPTO patents with 853,638 reactions. Task: Predict the reaction yield, written as a fraction of the theoretical maximum amount of product (1.0 means a 100% yield; for example, 0.34 means a 34% yield). (1) The reactants are [C:1]([O-:4])([O-])=O.[K+].[K+].[CH2:7]([O:9][C:10](=[O:23])[C:11]1[CH:16]=[C:15](I)[C:14]([O:18][CH2:19][CH2:20][OH:21])=[C:13](Br)[CH:12]=1)[CH3:8].[CH3:24][O:25][C:26]1[CH:31]=[CH:30][C:29](B(O)O)=[CH:28][CH:27]=1.C(Cl)Cl.B(O)O. The catalyst is Cl[Pd]Cl.O1CCOCC1. The product is [CH2:7]([O:9][C:10](=[O:23])[C:11]1[CH:16]=[C:15]([C:29]2[CH:30]=[CH:31][C:26]([O:25][CH3:24])=[CH:27][CH:28]=2)[C:14]([O:18][CH2:19][CH2:20][OH:21])=[C:13]([C:11]2[CH:16]=[CH:15][C:14]([O:4][CH3:1])=[CH:13][CH:12]=2)[CH:12]=1)[CH3:8]. The yield is 0.475. (2) The reactants are Br[C:2]1[CH:13]=[CH:12][C:5]([CH2:6][NH:7][S:8]([CH3:11])(=[O:10])=[O:9])=[C:4]([F:14])[CH:3]=1.[CH2:15]([O:17][C:18](=[O:22])[CH:19](Cl)[CH3:20])[CH3:16].FC(F)(F)C(O)=O.Cl. The catalyst is CN(C)C=O.[Mn]. The product is [F:14][C:4]1[CH:3]=[C:2]([CH:19]([CH3:20])[C:18]([O:17][CH2:15][CH3:16])=[O:22])[CH:13]=[CH:12][C:5]=1[CH2:6][NH:7][S:8]([CH3:11])(=[O:10])=[O:9]. The yield is 0.160. (3) The reactants are [Br:1][C:2]1[CH:7]=[C:6]([O:8]C)[C:5]([C:10]2[N:15]=[N:14][C:13]([N:16]([CH3:27])[CH:17]3[CH2:22][C:21]([CH3:24])([CH3:23])[NH:20][C:19]([CH3:26])([CH3:25])[CH2:18]3)=[CH:12][CH:11]=2)=[C:4]([F:28])[CH:3]=1.Cl.N1C=CC=CC=1. The catalyst is CO.CS(C)=O. The product is [Br:1][C:2]1[CH:3]=[C:4]([F:28])[C:5]([C:10]2[N:15]=[N:14][C:13]([N:16]([CH3:27])[CH:17]3[CH2:18][C:19]([CH3:25])([CH3:26])[NH:20][C:21]([CH3:24])([CH3:23])[CH2:22]3)=[CH:12][CH:11]=2)=[C:6]([OH:8])[CH:7]=1. The yield is 0.230. (4) The reactants are [CH:1]1[C:11]2[CH2:10][CH2:9][C:8]3[CH:12]=[CH:13][CH:14]=[CH:15][C:7]=3[C:6](=[CH:16][C:17]3[CH:18]=[C:19]([NH2:23])[CH:20]=[CH:21][CH:22]=3)[C:5]=2[CH:4]=[CH:3][CH:2]=1.[C:24](Cl)(=[O:26])[CH3:25]. No catalyst specified. The product is [CH:1]1[C:11]2[CH2:10][CH2:9][C:8]3[CH:12]=[CH:13][CH:14]=[CH:15][C:7]=3[C:6](=[CH:16][C:17]3[CH:18]=[C:19]([NH:23][C:24](=[O:26])[CH3:25])[CH:20]=[CH:21][CH:22]=3)[C:5]=2[CH:4]=[CH:3][CH:2]=1. The yield is 0.250.